From a dataset of Forward reaction prediction with 1.9M reactions from USPTO patents (1976-2016). Predict the product of the given reaction. (1) Given the reactants [CH3:1][O:2][C:3]1[CH:4]=[CH:5][C:6]2[NH:12][C:11](=[O:13])[N:10]([CH:14]3[CH2:19][CH2:18][NH:17][CH2:16][CH2:15]3)[CH2:9][CH2:8][C:7]=2[CH:20]=1.[CH2:21]([O:28][C:29]1[C:34]([CH3:35])=[CH:33][C:32]([C:36]([C:38]2[CH:43]=[C:42](Cl)[N:41]=[CH:40][N:39]=2)=[O:37])=[CH:31][C:30]=1[CH3:45])[C:22]1[CH:27]=[CH:26][CH:25]=[CH:24][CH:23]=1.CCN(C(C)C)C(C)C, predict the reaction product. The product is: [CH2:21]([O:28][C:29]1[C:30]([CH3:45])=[CH:31][C:32]([C:36]([C:38]2[N:39]=[CH:40][N:41]=[C:42]([N:17]3[CH2:18][CH2:19][CH:14]([N:10]4[CH2:9][CH2:8][C:7]5[CH:20]=[C:3]([O:2][CH3:1])[CH:4]=[CH:5][C:6]=5[NH:12][C:11]4=[O:13])[CH2:15][CH2:16]3)[CH:43]=2)=[O:37])=[CH:33][C:34]=1[CH3:35])[C:22]1[CH:23]=[CH:24][CH:25]=[CH:26][CH:27]=1. (2) Given the reactants [OH:1][C:2]1[CH:10]=[CH:9][C:5]([C:6]([OH:8])=O)=[CH:4][C:3]=1[CH3:11].[CH3:12][CH:13]([NH2:22])[CH2:14][CH2:15][C:16]1[CH:21]=[CH:20][CH:19]=[CH:18][CH:17]=1, predict the reaction product. The product is: [OH:1][C:2]1[CH:10]=[CH:9][C:5]([C:6]([NH:22][CH:13]([CH3:12])[CH2:14][CH2:15][C:16]2[CH:21]=[CH:20][CH:19]=[CH:18][CH:17]=2)=[O:8])=[CH:4][C:3]=1[CH3:11]. (3) Given the reactants [OH:1][CH2:2][CH:3]([C:7]1[S:11][C:10]([NH:12][C:13]([NH:15][C:16]2[CH:21]=[CH:20][CH:19]=[C:18]([C:22]([F:25])([F:24])[F:23])[CH:17]=2)=[O:14])=[N:9][CH:8]=1)[C:4]([NH2:6])=O.[H-].[H-].[H-].[H-].[Li+].[Al+3], predict the reaction product. The product is: [NH2:6][CH2:4][CH:3]([C:7]1[S:11][C:10]([NH:12][C:13]([NH:15][C:16]2[CH:21]=[CH:20][CH:19]=[C:18]([C:22]([F:24])([F:25])[F:23])[CH:17]=2)=[O:14])=[N:9][CH:8]=1)[CH2:2][OH:1].